Dataset: Reaction yield outcomes from USPTO patents with 853,638 reactions. Task: Predict the reaction yield, written as a fraction of the theoretical maximum amount of product (1.0 means a 100% yield; for example, 0.34 means a 34% yield). (1) The reactants are Cl[C:2]1[CH:7]=[CH:6][C:5]([N+:8]([O-:10])=[O:9])=[CH:4][N:3]=1.[NH2:11][CH2:12][CH2:13][NH:14][C:15]1[N:20]=[C:19]([C:21]2[CH:26]=[CH:25][C:24]([Cl:27])=[CH:23][C:22]=2[Cl:28])[C:18]([CH2:29][OH:30])=[CH:17][N:16]=1. The catalyst is CO.C(Cl)Cl. The product is [Cl:28][C:22]1[CH:23]=[C:24]([Cl:27])[CH:25]=[CH:26][C:21]=1[C:19]1[C:18]([CH2:29][OH:30])=[CH:17][N:16]=[C:15]([NH:14][CH2:13][CH2:12][NH:11][C:2]2[CH:7]=[CH:6][C:5]([N+:8]([O-:10])=[O:9])=[CH:4][N:3]=2)[N:20]=1. The yield is 0.510. (2) The reactants are [Br:1][C:2]1[CH:7]=[CH:6][N:5]=[C:4]([NH2:8])[CH:3]=1.[C:9](OC(=O)C)(=[O:11])[CH3:10]. The catalyst is [NH4+].[OH-]. The product is [Br:1][C:2]1[CH:7]=[CH:6][N:5]=[C:4]([NH:8][C:9](=[O:11])[CH3:10])[CH:3]=1. The yield is 0.770. (3) The product is [NH2:1][C:2]1[S:3][C@:4]2([CH2:21][OH:22])[C@H:6]([C@:7]([C:10]3[CH:15]=[C:14]([NH2:16])[CH:13]=[C:12]([F:19])[C:11]=3[F:20])([CH3:9])[N:8]=1)[CH2:5]2. The reactants are [NH2:1][C:2]1[S:3][C@:4]2([C:21](OC)=[O:22])[C@H:6]([C@:7]([C:10]3[CH:15]=[C:14]([N+:16]([O-])=O)[CH:13]=[C:12]([F:19])[C:11]=3[F:20])([CH3:9])[N:8]=1)[CH2:5]2.[BH4-].[Li+].CO. The catalyst is C1COCC1. The yield is 0.940. (4) The reactants are [Cl:1][C:2]1[C:11]2[C:6](=[CH:7][C:8]([O:15][CH2:16][CH3:17])=[C:9]([O:12][CH2:13][CH3:14])[CH:10]=2)[N:5]=[C:4]([CH2:18][Cl:19])[N:3]=1.[CH3:20][C:21]1[S:22][CH:23]=[C:24]([C:26]2[CH:27]=[C:28]([NH2:32])[CH:29]=[CH:30][CH:31]=2)[N:25]=1. The catalyst is CC(O)C. The product is [ClH:1].[Cl:19][CH2:18][C:4]1[N:3]=[C:2]([NH:32][C:28]2[CH:29]=[CH:30][CH:31]=[C:26]([C:24]3[N:25]=[C:21]([CH3:20])[S:22][CH:23]=3)[CH:27]=2)[C:11]2[C:6](=[CH:7][C:8]([O:15][CH2:16][CH3:17])=[C:9]([O:12][CH2:13][CH3:14])[CH:10]=2)[N:5]=1. The yield is 0.830. (5) The reactants are [Cl-].O[NH3+:3].[C:4](=[O:7])([O-])[OH:5].[Na+].CS(C)=O.[CH2:13]([C:17]1[N:22]2[N:23]=[CH:24][N:25]=[C:21]2[N:20]([C:26]2[CH:31]=[CH:30][C:29]([O:32][CH:33]([CH3:35])[CH3:34])=[C:28]([F:36])[CH:27]=2)[C:19](=[O:37])[C:18]=1[CH2:38][C:39]1[CH:44]=[CH:43][C:42]([C:45]2[C:46]([C:51]#[N:52])=[CH:47][CH:48]=[CH:49][CH:50]=2)=[CH:41][CH:40]=1)[CH2:14][CH2:15][CH3:16]. The catalyst is C(OCC)(=O)C. The product is [CH2:13]([C:17]1[N:22]2[N:23]=[CH:24][N:25]=[C:21]2[N:20]([C:26]2[CH:31]=[CH:30][C:29]([O:32][CH:33]([CH3:34])[CH3:35])=[C:28]([F:36])[CH:27]=2)[C:19](=[O:37])[C:18]=1[CH2:38][C:39]1[CH:40]=[CH:41][C:42]([C:45]2[CH:50]=[CH:49][CH:48]=[CH:47][C:46]=2[C:51]2[NH:3][C:4](=[O:7])[O:5][N:52]=2)=[CH:43][CH:44]=1)[CH2:14][CH2:15][CH3:16]. The yield is 0.490.